From a dataset of Forward reaction prediction with 1.9M reactions from USPTO patents (1976-2016). Predict the product of the given reaction. Given the reactants [C:1]([O:5][C:6]([N:8]1[CH2:12][CH2:11][C@@H:10]([O:13][CH3:14])[C@H:9]1[C:15]([OH:17])=O)=[O:7])([CH3:4])([CH3:3])[CH3:2].[Cl:18][C:19]1[C:20]([F:27])=[C:21]([CH2:25][NH2:26])[CH:22]=[CH:23][CH:24]=1.CN(C(ON1N=NC2C=CC=CC1=2)=[N+](C)C)C.F[P-](F)(F)(F)(F)F.CCN(C(C)C)C(C)C, predict the reaction product. The product is: [C:1]([O:5][C:6]([N:8]1[CH2:12][CH2:11][C@@H:10]([O:13][CH3:14])[C@H:9]1[C:15](=[O:17])[NH:26][CH2:25][C:21]1[CH:22]=[CH:23][CH:24]=[C:19]([Cl:18])[C:20]=1[F:27])=[O:7])([CH3:2])([CH3:3])[CH3:4].